From a dataset of NCI-60 drug combinations with 297,098 pairs across 59 cell lines. Regression. Given two drug SMILES strings and cell line genomic features, predict the synergy score measuring deviation from expected non-interaction effect. (1) Drug 1: C1=NC2=C(N=C(N=C2N1C3C(C(C(O3)CO)O)F)Cl)N. Drug 2: CNC(=O)C1=NC=CC(=C1)OC2=CC=C(C=C2)NC(=O)NC3=CC(=C(C=C3)Cl)C(F)(F)F. Cell line: U251. Synergy scores: CSS=-3.64, Synergy_ZIP=0.0809, Synergy_Bliss=-2.18, Synergy_Loewe=-12.9, Synergy_HSA=-6.83. (2) Drug 2: CC1CC(C(C(C=C(C(C(C=CC=C(C(=O)NC2=CC(=O)C(=C(C1)C2=O)OC)C)OC)OC(=O)N)C)C)O)OC. Drug 1: CC(C)(C1=NC(=CC=C1)N2C3=NC(=NC=C3C(=O)N2CC=C)NC4=CC=C(C=C4)N5CCN(CC5)C)O. Cell line: HT29. Synergy scores: CSS=72.4, Synergy_ZIP=0.462, Synergy_Bliss=-1.10, Synergy_Loewe=-4.60, Synergy_HSA=2.37. (3) Drug 1: C1=CC(=CC=C1C#N)C(C2=CC=C(C=C2)C#N)N3C=NC=N3. Drug 2: C1CC(C1)(C(=O)O)C(=O)O.[NH2-].[NH2-].[Pt+2]. Cell line: SK-MEL-28. Synergy scores: CSS=7.16, Synergy_ZIP=-1.55, Synergy_Bliss=-0.609, Synergy_Loewe=-2.82, Synergy_HSA=-2.90. (4) Drug 1: C1=CC(=CC=C1CCCC(=O)O)N(CCCl)CCCl. Drug 2: CC(C)CN1C=NC2=C1C3=CC=CC=C3N=C2N. Cell line: SNB-19. Synergy scores: CSS=15.4, Synergy_ZIP=-4.57, Synergy_Bliss=2.86, Synergy_Loewe=0.563, Synergy_HSA=1.01. (5) Synergy scores: CSS=1.13, Synergy_ZIP=0.432, Synergy_Bliss=-2.62, Synergy_Loewe=-1.08, Synergy_HSA=-3.47. Drug 1: C1CCN(CC1)CCOC2=CC=C(C=C2)C(=O)C3=C(SC4=C3C=CC(=C4)O)C5=CC=C(C=C5)O. Drug 2: COC1=NC(=NC2=C1N=CN2C3C(C(C(O3)CO)O)O)N. Cell line: LOX IMVI. (6) Cell line: MOLT-4. Drug 1: CC(C1=C(C=CC(=C1Cl)F)Cl)OC2=C(N=CC(=C2)C3=CN(N=C3)C4CCNCC4)N. Drug 2: C(CN)CNCCSP(=O)(O)O. Synergy scores: CSS=41.9, Synergy_ZIP=1.00, Synergy_Bliss=-3.35, Synergy_Loewe=-55.6, Synergy_HSA=-4.46.